This data is from Full USPTO retrosynthesis dataset with 1.9M reactions from patents (1976-2016). The task is: Predict the reactants needed to synthesize the given product. (1) Given the product [Cl:3][C:8]1[C:7]([Cl:6])=[C:12]([C:13]([F:16])([F:15])[F:14])[N:11]=[CH:10][N:9]=1, predict the reactants needed to synthesize it. The reactants are: P(Cl)(Cl)([Cl:3])=O.[Cl:6][C:7]1[C:8](=O)[NH:9][CH:10]=[N:11][C:12]=1[C:13]([F:16])([F:15])[F:14]. (2) Given the product [Si:1]([O:8][CH2:9][C:10]1([CH3:38])[S:16][CH2:15][CH2:14][N:13]2[C:17]([C:20]3([C:23]4[CH:24]=[CH:25][C:26]([C:40]5[N:41]=[CH:42][N:43]([CH3:45])[CH:44]=5)=[CH:27][CH:28]=4)[CH2:21][CH2:22]3)=[N:18][N:19]=[C:12]2[CH2:11]1)([C:4]([CH3:7])([CH3:6])[CH3:5])([CH3:3])[CH3:2], predict the reactants needed to synthesize it. The reactants are: [Si:1]([O:8][CH2:9][C:10]1([CH3:38])[S:16][CH2:15][CH2:14][N:13]2[C:17]([C:20]3([C:23]4[CH:28]=[CH:27][C:26](B5OC(C)(C)C(C)(C)O5)=[CH:25][CH:24]=4)[CH2:22][CH2:21]3)=[N:18][N:19]=[C:12]2[CH2:11]1)([C:4]([CH3:7])([CH3:6])[CH3:5])([CH3:3])[CH3:2].I[C:40]1[N:41]=[CH:42][N:43]([CH3:45])[CH:44]=1.C1(P(C2CCCCC2)C2CCCCC2)CCCCC1.P([O-])([O-])([O-])=O.[K+].[K+].[K+].C(=O)([O-])O.[Na+]. (3) Given the product [Cl:1][C:2]1[N:3]([CH2:10][C@@:11]([CH3:14])([OH:12])[CH2:13][N:28]2[CH2:27][CH2:26][CH:25]([O:24][CH2:23][CH:22]=[CH:21][C:15]3[CH:16]=[CH:17][CH:18]=[CH:19][CH:20]=3)[CH2:30][CH2:29]2)[CH:4]=[C:5]([N+:7]([O-:9])=[O:8])[N:6]=1, predict the reactants needed to synthesize it. The reactants are: [Cl:1][C:2]1[N:3]([CH2:10][C@:11]2([CH3:14])[CH2:13][O:12]2)[CH:4]=[C:5]([N+:7]([O-:9])=[O:8])[N:6]=1.[C:15]1([CH:21]=[CH:22][CH2:23][O:24][CH:25]2[CH2:30][CH2:29][NH:28][CH2:27][CH2:26]2)[CH:20]=[CH:19][CH:18]=[CH:17][CH:16]=1. (4) Given the product [OH:29][C:24]1[CH:25]=[CH:26][CH:27]=[CH:28][C:23]=1[C:10]1[N:9]([CH2:8][CH2:7][C:1]2[CH:2]=[CH:3][CH:4]=[CH:5][CH:6]=2)[C:14](=[O:15])[CH:13]=[C:12]([CH2:16][N:17]2[CH2:18][CH2:19][CH2:20][CH2:21][CH2:22]2)[N:11]=1, predict the reactants needed to synthesize it. The reactants are: [C:1]1([CH2:7][CH2:8][N:9]2[C:14](=[O:15])[CH:13]=[C:12]([CH2:16][N:17]3[CH2:22][CH2:21][CH2:20][CH2:19][CH2:18]3)[N:11]=[C:10]2[C:23]2[CH:28]=[CH:27][CH:26]=[CH:25][C:24]=2[O:29]CC2C=CC=CC=2)[CH:6]=[CH:5][CH:4]=[CH:3][CH:2]=1. (5) Given the product [Cl:1][C:2]1[CH:3]=[C:4]([F:9])[C:5]([C:10]2([C:13]#[N:14])[CH2:12][CH2:11]2)=[N:6][CH:7]=1, predict the reactants needed to synthesize it. The reactants are: [Cl:1][C:2]1[CH:3]=[C:4]([F:9])[C:5](F)=[N:6][CH:7]=1.[CH:10]1([C:13]#[N:14])[CH2:12][CH2:11]1.C[Si]([N-][Si](C)(C)C)(C)C.[K+]. (6) Given the product [Cl:8][C:6]1[N:22]([C:25]2[CH:30]=[CH:29][CH:28]=[CH:27][CH:26]=2)[C:23]2[C:19]([C:20]=1[CH:21]=[O:31])=[CH:18][CH:17]=[C:16]([O:15][CH3:14])[CH:24]=2, predict the reactants needed to synthesize it. The reactants are: CN(C=O)C.[CH2:6]([Cl:8])Cl.P(Cl)(Cl)(Cl)=O.[CH3:14][O:15][C:16]1[CH:24]=[C:23]2[C:19]([CH2:20][C:21](=[O:31])[N:22]2[C:25]2[CH:30]=[CH:29][CH:28]=[CH:27][CH:26]=2)=[CH:18][CH:17]=1. (7) Given the product [Br:1][C:2]1[CH:7]=[CH:6][C:5]([CH:8]([C:13]2[CH:18]=[CH:17][CH:16]=[CH:15][C:14]=2[CH3:19])[CH2:9][C:10]([N:34]([O:35][CH3:36])[CH3:33])=[O:11])=[CH:4][CH:3]=1, predict the reactants needed to synthesize it. The reactants are: [Br:1][C:2]1[CH:7]=[CH:6][C:5]([CH:8]([C:13]2[CH:18]=[CH:17][CH:16]=[CH:15][C:14]=2[CH3:19])[CH2:9][C:10](O)=[O:11])=[CH:4][CH:3]=1.C(N1C=CN=C1)(N1C=CN=C1)=O.Cl.[CH3:33][NH:34][O:35][CH3:36]. (8) Given the product [CH2:1]([C:3]([C:25]1[CH:30]=[CH:29][C:28]([OH:31])=[C:27]([CH3:32])[CH:26]=1)([C:6]1[CH:11]=[CH:10][C:9](/[CH:12]=[CH:13]/[C:14]([OH:23])([C:19]([F:20])([F:21])[F:22])[C:15]([F:18])([F:17])[F:16])=[C:8]([CH3:24])[CH:7]=1)[CH2:4][CH3:5])[CH3:2], predict the reactants needed to synthesize it. The reactants are: [CH2:1]([C:3]([C:25]1[CH:30]=[CH:29][C:28]([OH:31])=[C:27]([CH3:32])[CH:26]=1)([C:6]1[CH:11]=[CH:10][C:9]([C:12]#[C:13][C:14]([OH:23])([C:19]([F:22])([F:21])[F:20])[C:15]([F:18])([F:17])[F:16])=[C:8]([CH3:24])[CH:7]=1)[CH2:4][CH3:5])[CH3:2].[H-].[H-].[H-].[H-].[Li+].[Al+3].[NH4+].[Cl-].